This data is from Reaction yield outcomes from USPTO patents with 853,638 reactions. The task is: Predict the reaction yield, written as a fraction of the theoretical maximum amount of product (1.0 means a 100% yield; for example, 0.34 means a 34% yield). (1) The product is [N:7]1([CH2:6][C:5]2[CH:13]=[CH:14][C:2]([C:16]3[CH:17]=[C:18]4[C:24]([C:25]([O:27][CH3:28])=[O:26])=[CH:23][NH:22][C:19]4=[N:20][CH:21]=3)=[CH:3][CH:4]=2)[CH2:12][CH2:11][O:10][CH2:9][CH2:8]1. The reactants are Br[C:2]1[CH:14]=[CH:13][C:5]([CH2:6][N:7]2[CH2:12][CH2:11][O:10][CH2:9][CH2:8]2)=[CH:4][CH:3]=1.Br[C:16]1[CH:17]=[C:18]2[C:24]([C:25]([O:27][CH3:28])=[O:26])=[CH:23][NH:22][C:19]2=[N:20][CH:21]=1. No catalyst specified. The yield is 0.370. (2) The reactants are [CH:1](=[O:10])[CH:2]=[CH:3][C:4]1[CH:9]=[CH:8][CH:7]=[CH:6][CH:5]=1.C(O[CH2:15][CH:16]=[CH2:17])(=O)C.O.CCN(CC)CC.CC1C(C)=C(C)C(C)=C(C)C=1C. The catalyst is O1CCOCC1. The product is [C:4]1(/[CH:3]=[CH:2]/[CH:1]([OH:10])[CH2:17][CH:16]=[CH2:15])[CH:9]=[CH:8][CH:7]=[CH:6][CH:5]=1. The yield is 0.790. (3) The reactants are [F:1][C:2]1[CH:7]=[CH:6][C:5]([B:8]2[O:12][C:11]([CH3:14])([CH3:13])[C:10]([CH3:16])([CH3:15])[O:9]2)=[CH:4][C:3]=1[NH:17][C:18](=O)[O:19]C(C)=C.[CH:24]1([NH2:31])[CH2:30][CH2:29][CH2:28][CH2:27][CH2:26][CH2:25]1.CN1CCCC1. The catalyst is C1COCC1. The product is [CH:24]1([NH:31][C:18]([NH:17][C:3]2[CH:4]=[C:5]([B:8]3[O:9][C:10]([CH3:15])([CH3:16])[C:11]([CH3:14])([CH3:13])[O:12]3)[CH:6]=[CH:7][C:2]=2[F:1])=[O:19])[CH2:30][CH2:29][CH2:28][CH2:27][CH2:26][CH2:25]1. The yield is 0.780. (4) The reactants are [OH:1][CH2:2][C:3]1[CH:8]=[CH:7][C:6]([C:9]2[N:13]=[C:12]([C:14]3[S:15][C:16]([C:25]([F:28])([F:27])[F:26])=[C:17]([C:19]4[CH:24]=[CH:23][CH:22]=[CH:21][CH:20]=4)[CH:18]=3)[O:11][N:10]=2)=[CH:5][CH:4]=1.C[N+]1([O-])CCOCC1.C([N+](CCC)(CCC)CCC)CC. The catalyst is CC#N. The product is [CH:2]([C:3]1[CH:8]=[CH:7][C:6]([C:9]2[N:13]=[C:12]([C:14]3[S:15][C:16]([C:25]([F:27])([F:26])[F:28])=[C:17]([C:19]4[CH:24]=[CH:23][CH:22]=[CH:21][CH:20]=4)[CH:18]=3)[O:11][N:10]=2)=[CH:5][CH:4]=1)=[O:1]. The yield is 0.660. (5) The reactants are [O:1]1[C:5]2[CH:6]=[CH:7][C:8]([OH:10])=[CH:9][C:4]=2[O:3][CH2:2]1.C([Mg]Cl)(C)C.[CH2:16]([N:21]1[C:25]2=[N:26][CH:27]=[CH:28][CH:29]=[C:24]2[C:23](=[O:30])[C:22]1=[O:31])[CH2:17][CH2:18][CH2:19][CH3:20]. The catalyst is C1COCC1.ClCCl. The product is [OH:30][C:23]1([C:7]2[C:8]([OH:10])=[CH:9][C:4]3[O:3][CH2:2][O:1][C:5]=3[CH:6]=2)[C:24]2[C:25](=[N:26][CH:27]=[CH:28][CH:29]=2)[N:21]([CH2:16][CH2:17][CH2:18][CH2:19][CH3:20])[C:22]1=[O:31]. The yield is 0.730. (6) The reactants are [Cl:1][C:2]1[N:7]=[C:6](Cl)[CH:5]=[C:4]([C:9]2[CH:14]=[CH:13][C:12]([F:15])=[CH:11][CH:10]=2)[N:3]=1.[CH:16]1([CH2:19][NH:20][CH2:21][CH:22]2[CH2:24][CH2:23]2)[CH2:18][CH2:17]1.[Li+].C[Si]([N-][Si](C)(C)C)(C)C.CCOC(C)=O. The catalyst is C1COCC1.C([O-])(=O)C.[Pd+2].C([O-])(=O)C.C1(P(C2C=CC=CC=2)CCCP(C2C=CC=CC=2)C2C=CC=CC=2)C=CC=CC=1.O. The product is [Cl:1][C:2]1[N:7]=[C:6]([N:20]([CH2:21][CH:22]2[CH2:24][CH2:23]2)[CH2:19][CH:16]2[CH2:18][CH2:17]2)[CH:5]=[C:4]([C:9]2[CH:14]=[CH:13][C:12]([F:15])=[CH:11][CH:10]=2)[N:3]=1. The yield is 0.850. (7) The reactants are CC[O-].[Na+].C[O:6][C:7](=O)[CH2:8][S:9][CH:10]([CH3:16])[CH2:11][C:12]([O:14][CH3:15])=[O:13].C(O)(=O)C. The catalyst is C(O)C.C(OCC)(=O)C. The product is [CH3:16][CH:10]1[CH:11]([C:12]([O:14][CH3:15])=[O:13])[C:7](=[O:6])[CH2:8][S:9]1. The yield is 0.990. (8) The reactants are C([O:5][C:6](=[O:30])[CH2:7][O:8][C:9]1[CH:14]=[CH:13][C:12]([N+:15]([O-:17])=[O:16])=[CH:11][C:10]=1[C:18](=[O:29])[NH:19][CH2:20][C:21]1[CH:26]=[CH:25][C:24]([Br:27])=[CH:23][C:22]=1[F:28])(C)(C)C.FC(F)(F)C(O)=O. The catalyst is ClCCl.O. The product is [Br:27][C:24]1[CH:25]=[CH:26][C:21]([CH2:20][NH:19][C:18]([C:10]2[CH:11]=[C:12]([N+:15]([O-:17])=[O:16])[CH:13]=[CH:14][C:9]=2[O:8][CH2:7][C:6]([OH:30])=[O:5])=[O:29])=[C:22]([F:28])[CH:23]=1. The yield is 0.920. (9) The reactants are O.[OH-].[Li+].C([O:6][C:7]([C:9]1[C:18]2[CH2:17][C:16]([CH3:20])([CH3:19])[CH2:15][NH:14][C:13](=[O:21])[C:12]=2[S:11][C:10]=1[NH:22][C:23]1[CH:28]=[CH:27][C:26]([I:29])=[CH:25][C:24]=1[F:30])=[O:8])C. The catalyst is C1COCC1.O. The product is [F:30][C:24]1[CH:25]=[C:26]([I:29])[CH:27]=[CH:28][C:23]=1[NH:22][C:10]1[S:11][C:12]2[C:13](=[O:21])[NH:14][CH2:15][C:16]([CH3:20])([CH3:19])[CH2:17][C:18]=2[C:9]=1[C:7]([OH:8])=[O:6]. The yield is 0.770. (10) The product is [Br:1][C:2]1[C:7]([O:8][CH2:9][CH3:10])=[C:6]([F:11])[CH:5]=[C:4]([Cl:12])[C:3]=1[NH2:13]. The reactants are [Br:1][C:2]1[C:3]([N+:13]([O-])=O)=[C:4]([Cl:12])[CH:5]=[C:6]([F:11])[C:7]=1[O:8][CH2:9][CH3:10].Cl.Cl[Sn]Cl.O. The yield is 0.780. The catalyst is C(O)C.